The task is: Regression/Classification. Given a drug SMILES string, predict its absorption, distribution, metabolism, or excretion properties. Task type varies by dataset: regression for continuous measurements (e.g., permeability, clearance, half-life) or binary classification for categorical outcomes (e.g., BBB penetration, CYP inhibition). Dataset: cyp2d6_veith.. This data is from CYP2D6 inhibition data for predicting drug metabolism from PubChem BioAssay. (1) The molecule is C[C@@]12C=CC(=O)C=C1CC[C@@H]1[C@@H]2C(=O)C[C@]2(C)[C@@H]1CC[C@]2(O)C(=O)CO. The result is 0 (non-inhibitor). (2) The compound is CCc1cc(C(c2ccc(F)cc2)N2CCOCC2)c(NC(=O)c2ccccc2)s1. The result is 0 (non-inhibitor). (3) The drug is CC(=O)c1cccc(NC=C2C(=O)OC3(CCCCC3)OC2=O)c1. The result is 0 (non-inhibitor). (4) The compound is O=C1NC(=O)C(c2ccccc2)(c2ccccc2)N1. The result is 0 (non-inhibitor). (5) The compound is CN(C)c1ncc2nc(-c3cccs3)c(=O)n(C)c2n1. The result is 0 (non-inhibitor). (6) The drug is COc1ccc(C(=O)N2CCC[C@@]3(CCN(C)C3)C2)cc1. The result is 0 (non-inhibitor).